This data is from Full USPTO retrosynthesis dataset with 1.9M reactions from patents (1976-2016). The task is: Predict the reactants needed to synthesize the given product. (1) Given the product [C:17]1([Si:16]([N-:15][Si:12]([CH3:14])([CH3:13])[C:6]2[CH:11]=[CH:10][CH:9]=[CH:8][CH:7]=2)([CH3:24])[CH3:23])[CH:18]=[CH:19][CH:20]=[CH:21][CH:22]=1.[Li+:5], predict the reactants needed to synthesize it. The reactants are: C([Li:5])CCC.[C:6]1([Si:12]([NH:15][Si:16]([CH3:24])([CH3:23])[C:17]2[CH:22]=[CH:21][CH:20]=[CH:19][CH:18]=2)([CH3:14])[CH3:13])[CH:11]=[CH:10][CH:9]=[CH:8][CH:7]=1. (2) Given the product [CH3:15][C:16]1([CH3:32])[C:20]([CH3:22])([CH3:21])[O:19][B:18]([C:2]2[CH:11]=[C:10]3[C:5]([CH2:6][CH2:7][N:8]([C:12](=[O:14])[CH3:13])[CH2:9]3)=[CH:4][CH:3]=2)[O:17]1, predict the reactants needed to synthesize it. The reactants are: Br[C:2]1[CH:11]=[C:10]2[C:5]([CH2:6][CH2:7][N:8]([C:12](=[O:14])[CH3:13])[CH2:9]2)=[CH:4][CH:3]=1.[CH3:15][C:16]1([CH3:32])[C:20]([CH3:22])([CH3:21])[O:19][B:18]([B:18]2[O:19][C:20]([CH3:22])([CH3:21])[C:16]([CH3:32])([CH3:15])[O:17]2)[O:17]1.CC([O-])=O.[K+]. (3) Given the product [ClH:54].[C:30]12([CH2:40][C:41]([NH:43][C:44]3[C:53]([Cl:54])=[CH:52][CH:51]=[C:50]4[C:45]=3[CH:46]=[CH:47][C:48]([CH2:17][CH2:16][C@@H:6]([OH:5])[CH2:7][OH:8])=[N:49]4)=[O:42])[CH2:37][CH:36]3[CH2:38][CH:32]([CH2:33][CH:34]([CH2:35]3)[CH2:39]1)[CH2:31]2, predict the reactants needed to synthesize it. The reactants are: CC(C)([Si](C)(C)[O:5][C@H:6]([CH:16]=[CH2:17])[CH2:7][O:8][Si](C)(C)C(C)(C)C)C.O.P([O-])([O-])([O-])=O.[K+].[K+].[K+].[C:30]12([CH2:40][C:41]([NH:43][C:44]3[C:53]([Cl:54])=[CH:52][CH:51]=[C:50]4[C:45]=3[CH:46]=[CH:47][C:48](Cl)=[N:49]4)=[O:42])[CH2:39][CH:34]3[CH2:35][CH:36]([CH2:38][CH:32]([CH2:33]3)[CH2:31]1)[CH2:37]2. (4) Given the product [OH:25][C:26]1[CH:27]=[C:28]2[C:32](=[CH:33][CH:34]=1)[NH:31][CH:30]=[C:29]2[CH2:35][C:36]([NH:62][CH:54]([C:51]1[N:50]([C:63]2[CH:68]=[CH:67][CH:66]=[CH:65][CH:64]=2)[C:49]([CH3:48])=[N:53][N:52]=1)[CH2:55][C:56]1[CH:57]=[CH:58][CH:59]=[CH:60][CH:61]=1)=[O:38], predict the reactants needed to synthesize it. The reactants are: CN(C(ON1N=NC2C=CC=NC1=2)=[N+](C)C)C.F[P-](F)(F)(F)(F)F.[OH:25][C:26]1[CH:27]=[C:28]2[C:32](=[CH:33][CH:34]=1)[NH:31][CH:30]=[C:29]2[CH2:35][C:36]([OH:38])=O.CCN(C(C)C)C(C)C.[CH3:48][C:49]1[N:50]([C:63]2[CH:68]=[CH:67][CH:66]=[CH:65][C:64]=2C)[C:51]([CH:54]([NH2:62])[CH2:55][C:56]2[CH:61]=[CH:60][CH:59]=[CH:58][CH:57]=2)=[N:52][N:53]=1. (5) Given the product [F:9][C:10]1[CH:11]=[C:12]2[C:16](=[CH:17][CH:18]=1)[N:15]([CH2:22][CH2:23][N:24]1[CH2:28][CH2:27][CH2:26][CH2:25]1)[N:14]=[C:13]2[I:19], predict the reactants needed to synthesize it. The reactants are: C(=O)([O-])[O-].[K+].[K+].[I-].[K+].[F:9][C:10]1[CH:11]=[C:12]2[C:16](=[CH:17][CH:18]=1)[NH:15][N:14]=[C:13]2[I:19].Cl.Cl[CH2:22][CH2:23][N:24]1[CH2:28][CH2:27][CH2:26][CH2:25]1. (6) Given the product [NH2:8][CH2:9][C:10]1[C:11]([C:34]2[CH:39]=[CH:38][C:37]([CH3:40])=[CH:36][CH:35]=2)=[C:12]([CH2:21][O:22][C:23]2[CH:28]=[CH:27][C:26]([CH2:29][C:30]([O:32][CH3:33])=[O:31])=[CH:25][CH:24]=2)[C:13]([CH3:20])=[N:14][C:15]=1[CH2:16][CH:17]([CH3:18])[CH3:19], predict the reactants needed to synthesize it. The reactants are: C(OC([NH:8][CH2:9][C:10]1[C:11]([C:34]2[CH:39]=[CH:38][C:37]([CH3:40])=[CH:36][CH:35]=2)=[C:12]([CH2:21][O:22][C:23]2[CH:28]=[CH:27][C:26]([CH2:29][C:30]([O:32][CH3:33])=[O:31])=[CH:25][CH:24]=2)[C:13]([CH3:20])=[N:14][C:15]=1[CH2:16][CH:17]([CH3:19])[CH3:18])=O)(C)(C)C. (7) Given the product [CH2:5]([O:12][C:13]1[CH:18]=[CH:17][N:16]=[C:15]([CH2:19][Cl:3])[CH:14]=1)[C:6]1[CH:11]=[CH:10][CH:9]=[CH:8][CH:7]=1, predict the reactants needed to synthesize it. The reactants are: S(Cl)([Cl:3])=O.[CH2:5]([O:12][C:13]1[CH:18]=[CH:17][N:16]=[C:15]([CH2:19]O)[CH:14]=1)[C:6]1[CH:11]=[CH:10][CH:9]=[CH:8][CH:7]=1.C(=O)([O-])[O-].[Na+].[Na+].